From a dataset of NCI-60 drug combinations with 297,098 pairs across 59 cell lines. Regression. Given two drug SMILES strings and cell line genomic features, predict the synergy score measuring deviation from expected non-interaction effect. (1) Drug 1: C1=C(C(=O)NC(=O)N1)F. Drug 2: C1=CN(C(=O)N=C1N)C2C(C(C(O2)CO)O)O.Cl. Cell line: DU-145. Synergy scores: CSS=53.0, Synergy_ZIP=-4.89, Synergy_Bliss=-4.32, Synergy_Loewe=-1.24, Synergy_HSA=1.44. (2) Drug 1: CC(C)NC(=O)C1=CC=C(C=C1)CNNC.Cl. Drug 2: C(CCl)NC(=O)N(CCCl)N=O. Cell line: RPMI-8226. Synergy scores: CSS=-2.29, Synergy_ZIP=-7.48, Synergy_Bliss=-18.4, Synergy_Loewe=-20.8, Synergy_HSA=-16.4. (3) Drug 1: CC1C(C(=O)NC(C(=O)N2CCCC2C(=O)N(CC(=O)N(C(C(=O)O1)C(C)C)C)C)C(C)C)NC(=O)C3=C4C(=C(C=C3)C)OC5=C(C(=O)C(=C(C5=N4)C(=O)NC6C(OC(=O)C(N(C(=O)CN(C(=O)C7CCCN7C(=O)C(NC6=O)C(C)C)C)C)C(C)C)C)N)C. Drug 2: C(CN)CNCCSP(=O)(O)O. Cell line: HT29. Synergy scores: CSS=40.6, Synergy_ZIP=2.04, Synergy_Bliss=4.40, Synergy_Loewe=-24.6, Synergy_HSA=-0.0193. (4) Drug 1: CNC(=O)C1=CC=CC=C1SC2=CC3=C(C=C2)C(=NN3)C=CC4=CC=CC=N4. Drug 2: CCC(=C(C1=CC=CC=C1)C2=CC=C(C=C2)OCCN(C)C)C3=CC=CC=C3.C(C(=O)O)C(CC(=O)O)(C(=O)O)O. Cell line: EKVX. Synergy scores: CSS=4.05, Synergy_ZIP=-2.34, Synergy_Bliss=-0.100, Synergy_Loewe=0.238, Synergy_HSA=0.354.